This data is from Full USPTO retrosynthesis dataset with 1.9M reactions from patents (1976-2016). The task is: Predict the reactants needed to synthesize the given product. (1) Given the product [Br:30][C:10]1[N:9]=[C:8]([C@@H:11]2[CH2:22][N:15]3[C:16](=[O:21])[N:17]([CH3:20])[CH2:18][CH2:19][C@@H:14]3[CH2:13][CH2:12]2)[N:4]2[CH:5]=[CH:6][N:7]=[C:2]([Cl:1])[C:3]=12, predict the reactants needed to synthesize it. The reactants are: [Cl:1][C:2]1[C:3]2[N:4]([C:8]([C@@H:11]3[CH2:22][N:15]4[C:16](=[O:21])[N:17]([CH3:20])[CH2:18][CH2:19][C@@H:14]4[CH2:13][CH2:12]3)=[N:9][CH:10]=2)[CH:5]=[CH:6][N:7]=1.C1C(=O)N([Br:30])C(=O)C1.CC(=O)OCC.O. (2) Given the product [C:34]([OH:36])(=[O:35])[CH:33]([CH2:32][C:38]([OH:40])=[O:39])[OH:37].[CH2:1]([C:8]1([OH:31])[CH2:9][CH2:10][N:11]([CH2:14][CH2:15][NH:16][C:17]([NH:19][C:20]2[C:29]3[C:24](=[CH:25][CH:26]=[CH:27][CH:28]=3)[N:23]=[C:22]([CH3:30])[CH:21]=2)=[O:18])[CH2:12][CH2:13]1)[C:2]1[CH:7]=[CH:6][CH:5]=[CH:4][CH:3]=1, predict the reactants needed to synthesize it. The reactants are: [CH2:1]([C:8]1([OH:31])[CH2:13][CH2:12][N:11]([CH2:14][CH2:15][NH:16][C:17]([NH:19][C:20]2[C:29]3[C:24](=[CH:25][CH:26]=[CH:27][CH:28]=3)[N:23]=[C:22]([CH3:30])[CH:21]=2)=[O:18])[CH2:10][CH2:9]1)[C:2]1[CH:7]=[CH:6][CH:5]=[CH:4][CH:3]=1.[CH2:32]([C:38]([OH:40])=[O:39])[C@H:33]([OH:37])[C:34]([OH:36])=[O:35]. (3) Given the product [F:1][CH:2]([C:7]1[CH:8]=[C:9]([CH:26]=[CH:27][CH:28]=1)[CH2:10][CH:11]([CH:17]([C:19]1[CH:24]=[CH:23][C:22]([F:25])=[CH:21][CH:20]=1)[OH:18])[C:12]([O:14][CH2:15][CH3:16])=[O:13])[C:3]([F:6])([CH3:4])[CH3:5], predict the reactants needed to synthesize it. The reactants are: [F:1][CH:2]([C:7]1[CH:8]=[C:9]([CH:26]=[CH:27][CH:28]=1)[CH2:10][CH:11]([C:17]([C:19]1[CH:24]=[CH:23][C:22]([F:25])=[CH:21][CH:20]=1)=[O:18])[C:12]([O:14][CH2:15][CH3:16])=[O:13])[C:3]([F:6])([CH3:5])[CH3:4].Cl. (4) Given the product [Cl:1][C:2]1[CH:34]=[CH:33][C:5]([CH2:6][N:7]2[CH2:12][CH2:11][CH:10]([NH:13][CH2:14][C@@:15]([OH:32])([CH3:31])[CH2:16][O:17][C:18]3[CH:23]=[CH:22][C:21]([F:24])=[CH:20][C:19]=3[CH2:25][CH2:26][C:27]([O:29][CH3:30])=[O:28])[CH2:9][CH2:8]2)=[CH:4][CH:3]=1, predict the reactants needed to synthesize it. The reactants are: [Cl:1][C:2]1[CH:34]=[CH:33][C:5]([CH2:6][N:7]2[CH2:12][CH2:11][CH:10]([NH:13][CH2:14][C@@:15]([OH:32])([CH3:31])[CH2:16][O:17][C:18]3[CH:23]=[CH:22][C:21]([F:24])=[CH:20][C:19]=3/[CH:25]=[CH:26]/[C:27]([O:29][CH3:30])=[O:28])[CH2:9][CH2:8]2)=[CH:4][CH:3]=1. (5) Given the product [Br:1][C:2]1[CH:10]=[C:6]([C:7]([NH:18][CH2:11][C:12]2[CH:17]=[CH:16][CH:15]=[CH:14][CH:13]=2)=[O:9])[CH:5]=[N:4][CH:3]=1, predict the reactants needed to synthesize it. The reactants are: [Br:1][C:2]1[CH:3]=[N:4][CH:5]=[C:6]([CH:10]=1)[C:7]([OH:9])=O.[CH2:11]([NH2:18])[C:12]1[CH:17]=[CH:16][CH:15]=[CH:14][CH:13]=1. (6) The reactants are: C(OC([C:11]1[C:19]2[C:14](=[CH:15][CH:16]=[C:17](CCOS(C)(=O)=O)[CH:18]=2)[NH:13][C:12]=1C)=O)C1C=CC=CC=1.[NH:28]1CCC[C@@H]1CO. Given the product [NH:13]1[C:14]2[C:19](=[CH:18][CH:17]=[CH:16][CH:15]=2)[CH:11]=[C:12]1[NH2:28], predict the reactants needed to synthesize it. (7) Given the product [CH3:41][C:42]1[CH:58]=[CH:57][CH:56]=[CH:55][C:43]=1[CH2:44][NH:45][C:46]([C@@H:48]1[C:52]([CH3:54])([CH3:53])[S:51][CH2:50][N:49]1[C:6](=[O:7])[C@@H:5]([OH:4])[C@@H:9]([NH:17][C:18](=[O:30])[C:19]1[CH:24]=[CH:23][CH:22]=[C:21]([OH:25])[C:20]=1[CH3:29])[CH2:10][C:11]1[CH:12]=[CH:13][CH:14]=[CH:15][CH:16]=1)=[O:47], predict the reactants needed to synthesize it. The reactants are: C([O:4][C@@H:5]([C@@H:9]([NH:17][C:18](=[O:30])[C:19]1[CH:24]=[CH:23][CH:22]=[C:21]([O:25]C(=O)C)[C:20]=1[CH3:29])[CH2:10][C:11]1[CH:16]=[CH:15][CH:14]=[CH:13][CH:12]=1)[C:6](O)=[O:7])(=O)C.N1C=CC=CC=1.O=S(Cl)Cl.[CH3:41][C:42]1[CH:58]=[CH:57][CH:56]=[CH:55][C:43]=1[CH2:44][NH:45][C:46]([C@@H:48]1[C:52]([CH3:54])([CH3:53])[S:51][CH2:50][NH:49]1)=[O:47].C(O[C@@H]([C@@H](NC(=O)C1C=CC=C(OC(=O)C)C=1C)CC1C=CC=CC=1)C(Cl)=O)(=O)C.[OH-].[K+].[OH-].[K+].CO.Cl.